Dataset: Full USPTO retrosynthesis dataset with 1.9M reactions from patents (1976-2016). Task: Predict the reactants needed to synthesize the given product. (1) Given the product [NH2:26][C@:6]([CH3:25])([CH2:7][CH2:8][C:9]1[O:10][C:11]([C:14]#[C:15][CH2:16][O:17][C:18]2[CH:19]=[CH:20][C:21]([Cl:24])=[CH:22][CH:23]=2)=[CH:12][CH:13]=1)[CH2:5][OH:4], predict the reactants needed to synthesize it. The reactants are: C([O:4][CH2:5][C@@:6]([NH:26]C(=O)C)([CH3:25])[CH2:7][CH2:8][C:9]1[O:10][C:11]([C:14]#[C:15][CH2:16][O:17][C:18]2[CH:23]=[CH:22][C:21]([Cl:24])=[CH:20][CH:19]=2)=[CH:12][CH:13]=1)(=O)C.O1CCCC1.CO.O.[OH-].[Li+]. (2) Given the product [Cl:1][C:2]1[CH:3]=[CH:4][C:5]2[CH2:6][C@@H:7]3[CH2:14][NH:13][CH2:12][C@@H:11]([CH3:15])[N:8]3[C:9]=2[CH:10]=1.[Cl:1][C:2]1[CH:3]=[CH:4][C:5]2[CH2:6][C@H:7]3[CH2:14][NH:13][CH2:12][C@@H:11]([CH3:15])[N:8]3[C:9]=2[CH:10]=1, predict the reactants needed to synthesize it. The reactants are: [Cl:1][C:2]1[CH:3]=[CH:4][C:5]2[CH:6]=[C:7]3[CH2:14][NH:13][CH2:12][C@@H:11]([CH3:15])[N:8]3[C:9]=2[CH:10]=1.[BH4-].[Na+].[OH-].[Na+]. (3) Given the product [N+:8]([CH:11]([CH2:12][CH2:13][CH2:14][CH2:15][CH3:16])[CH2:3][CH2:2][C:1]([O:5][CH3:6])=[O:4])([O-:10])=[O:9], predict the reactants needed to synthesize it. The reactants are: [C:1]([O:5][CH2:6]C)(=[O:4])[CH:2]=[CH2:3].[N+:8]([CH2:11][CH2:12][CH2:13][CH2:14][CH2:15][CH3:16])([O-:10])=[O:9].C([O-])([O-])=O.[K+].[K+]. (4) Given the product [C:16]([O:20][C:21]([NH:23][C@@:24]1([C:38]([O:40][C:41]([CH3:44])([CH3:43])[CH3:42])=[O:39])[CH2:29][C:28]2([CH2:3][CH2:30]2)[C@@H:27]2[C@H:25]1[C@H:26]2[C:31]([O:33][C:34]([CH3:35])([CH3:37])[CH3:36])=[O:32])=[O:22])([CH3:19])([CH3:17])[CH3:18], predict the reactants needed to synthesize it. The reactants are: [N+](=[CH2:3])=[N-].[OH-].[K+].CN(N=O)C(N[N+]([O-])=O)=N.[C:16]([O:20][C:21]([NH:23][C@@:24]1([C:38]([O:40][C:41]([CH3:44])([CH3:43])[CH3:42])=[O:39])[CH2:29][C:28](=[CH2:30])[C@@H:27]2[C@H:25]1[C@H:26]2[C:31]([O:33][C:34]([CH3:37])([CH3:36])[CH3:35])=[O:32])=[O:22])([CH3:19])([CH3:18])[CH3:17].